The task is: Predict the reaction yield, written as a fraction of the theoretical maximum amount of product (1.0 means a 100% yield; for example, 0.34 means a 34% yield).. This data is from Reaction yield outcomes from USPTO patents with 853,638 reactions. The reactants are [C:1]([C:3]1[CH:8]=[CH:7][C:6]([CH2:9][CH2:10][CH2:11][NH:12]C(OCC2C=CC=CC=2)=O)=[CH:5][C:4]=1[F:23])#[N:2]. The catalyst is [Pd]. The product is [NH2:12][CH2:11][CH2:10][CH2:9][C:6]1[CH:7]=[CH:8][C:3]([C:1]#[N:2])=[C:4]([F:23])[CH:5]=1. The yield is 0.960.